From a dataset of Forward reaction prediction with 1.9M reactions from USPTO patents (1976-2016). Predict the product of the given reaction. (1) Given the reactants [C:1]([C:3]1[CH:8]=[CH:7][C:6]([S:9]([NH:12][CH:13]2[CH2:18][CH2:17][CH:16]([C:19]([N:21]3[CH2:26][CH2:25][NH:24][CH2:23][CH2:22]3)=[O:20])[CH2:15][CH2:14]2)(=[O:11])=[O:10])=[CH:5][CH:4]=1)#[N:2].[CH:27]1([CH:30]=O)[CH2:29][CH2:28]1.C(O)(=O)C.C(O[BH-](OC(=O)C)OC(=O)C)(=O)C.[Na+], predict the reaction product. The product is: [C:1]([C:3]1[CH:4]=[CH:5][C:6]([S:9]([NH:12][C@H:13]2[CH2:18][CH2:17][C@H:16]([C:19]([N:21]3[CH2:26][CH2:25][N:24]([CH2:30][CH:27]4[CH2:29][CH2:28]4)[CH2:23][CH2:22]3)=[O:20])[CH2:15][CH2:14]2)(=[O:10])=[O:11])=[CH:7][CH:8]=1)#[N:2]. (2) Given the reactants [N+:1]([C:4]1[CH:5]=[N:6][C:7]([NH2:10])=[N:8][CH:9]=1)([O-:3])=[O:2].Br[C:12]1[CH:17]=[CH:16][C:15]([CH2:18][CH2:19][CH2:20][N:21]2[CH2:25][CH2:24][CH2:23][CH2:22]2)=[CH:14][CH:13]=1.CC1(C)C2C(=C(P(C3C=CC=CC=3)C3C=CC=CC=3)C=CC=2)OC2C(P(C3C=CC=CC=3)C3C=CC=CC=3)=CC=CC1=2.C(=O)([O-])[O-].[Cs+].[Cs+], predict the reaction product. The product is: [N+:1]([C:4]1[CH:5]=[N:6][C:7]([NH:10][C:12]2[CH:13]=[CH:14][C:15]([CH2:18][CH2:19][CH2:20][N:21]3[CH2:25][CH2:24][CH2:23][CH2:22]3)=[CH:16][CH:17]=2)=[N:8][CH:9]=1)([O-:3])=[O:2].